This data is from Forward reaction prediction with 1.9M reactions from USPTO patents (1976-2016). The task is: Predict the product of the given reaction. (1) Given the reactants [F:1][CH:2]([F:25])[O:3][C:4]1[CH:24]=[CH:23][C:7]2[NH:8][C:9]([S:11][CH2:12][C:13]3[C:18]([O:19][CH3:20])=[C:17]([O:21][CH3:22])[CH:16]=[CH:15][N:14]=3)=[N:10][C:6]=2[CH:5]=1.[OH-:26].[Na+].[O-]Cl.[Na+].Cl, predict the reaction product. The product is: [CH3:22][O:21][C:17]1[CH:16]=[CH:15][N:14]=[C:13]([CH2:12][S+:11]([O-:26])[C:9]2[NH:8][C:7]3[CH:23]=[CH:24][C:4]([O:3][CH:2]([F:1])[F:25])=[CH:5][C:6]=3[N:10]=2)[C:18]=1[O:19][CH3:20]. (2) Given the reactants [F:1][C:2]1[CH:3]=C(C=[CH:7][C:8]=1[N:9]1[CH2:14][CH2:13][O:12][CH2:11][CH2:10]1)N.[O:15]1C[C@@H:16]1[C:17]([O:19][CH2:20][CH3:21])=[O:18].[O-]S(C(F)(F)F)(=O)=O.[Li+].[C:32]([N:39]1[CH:43]=[CH:42]N=[CH:40]1)(N1C=CN=C1)=[O:33], predict the reaction product. The product is: [F:1][C:2]1[CH:3]=[C:43]([N:39]2[CH2:40][C@H:16]([C:17]([O:19][CH2:20][CH3:21])=[O:18])[O:15][C:32]2=[O:33])[CH:42]=[CH:7][C:8]=1[N:9]1[CH2:10][CH2:11][O:12][CH2:13][CH2:14]1. (3) Given the reactants [NH2:1][CH:2]1[CH2:11][C:10]2[C:5](=[CH:6][C:7]([Cl:12])=[CH:8][CH:9]=2)[NH:4][C:3]1=[O:13].[H-].[Na+].Br[CH2:17][CH2:18][O:19][Si:20]([C:23]([CH3:26])([CH3:25])[CH3:24])([CH3:22])[CH3:21], predict the reaction product. The product is: [NH2:1][CH:2]1[CH2:11][C:10]2[C:5](=[CH:6][C:7]([Cl:12])=[CH:8][CH:9]=2)[N:4]([CH2:17][CH2:18][O:19][Si:20]([C:23]([CH3:26])([CH3:25])[CH3:24])([CH3:22])[CH3:21])[C:3]1=[O:13]. (4) The product is: [CH3:18][C:19]1[CH:23]=[C:22]([CH3:24])[NH:21][C:20]=1[CH:25]=[C:10]1[C:9]2[C:13](=[CH:14][CH:15]=[CH:16][C:8]=2[C:5]2[CH:4]=[CH:3][C:2]([Cl:1])=[CH:7][CH:6]=2)[NH:12][C:11]1=[O:17]. Given the reactants [Cl:1][C:2]1[CH:7]=[CH:6][C:5]([C:8]2[CH:16]=[CH:15][CH:14]=[C:13]3[C:9]=2[CH2:10][C:11](=[O:17])[NH:12]3)=[CH:4][CH:3]=1.[CH3:18][C:19]1[CH:23]=[C:22]([CH3:24])[NH:21][C:20]=1[CH:25]=O, predict the reaction product.